This data is from Full USPTO retrosynthesis dataset with 1.9M reactions from patents (1976-2016). The task is: Predict the reactants needed to synthesize the given product. (1) The reactants are: [C:1]1([CH2:11][C:12](O)=[O:13])([CH2:7][C:8](O)=[O:9])[CH2:6][CH2:5][CH2:4][CH2:3][CH2:2]1.[H-].[Al+3].[Li+].[H-].[H-].[H-].[OH-].[Na+].S([O-])([O-])(=O)=O.[Mg+2]. Given the product [OH:9][CH2:8][CH2:7][C:1]1([CH2:11][CH2:12][OH:13])[CH2:2][CH2:3][CH2:4][CH2:5][CH2:6]1, predict the reactants needed to synthesize it. (2) Given the product [C:1]([C:3]1[CH:4]=[C:5]([CH:20]=[CH:21][CH:22]=1)[CH2:6][NH:7][C:8]1[CH:13]=[CH:12][CH:11]=[CH:10][C:9]=1/[CH:14]=[CH:15]/[C:16]([OH:18])=[O:17])#[N:2], predict the reactants needed to synthesize it. The reactants are: [C:1]([C:3]1[CH:4]=[C:5]([CH:20]=[CH:21][CH:22]=1)[CH2:6][NH:7][C:8]1[CH:13]=[CH:12][CH:11]=[CH:10][C:9]=1/[CH:14]=[CH:15]/[C:16]([O:18]C)=[O:17])#[N:2].[Li+].[OH-].